From a dataset of Full USPTO retrosynthesis dataset with 1.9M reactions from patents (1976-2016). Predict the reactants needed to synthesize the given product. (1) The reactants are: [CH:1](O)=[O:2].[C:4]1([O:10][CH3:11])[CH:9]=[CH:8][CH:7]=[CH:6][CH:5]=1.[OH2:12]. Given the product [O:2]=[CH:1][C:6]1[CH:7]=[CH:8][C:9]([OH:12])=[C:4]([O:10][CH3:11])[CH:5]=1, predict the reactants needed to synthesize it. (2) Given the product [Br:39][C:37]1[S:36][C:35]2[C:40](=[O:41])[NH:42][C:14]([C@@H:13]3[C@@H:12]4[CH2:17][C@@H:9]([CH2:10][CH2:11]4)[N:8]3[C:6]([O:5][C:1]([CH3:4])([CH3:3])[CH3:2])=[O:7])=[N:33][C:34]=2[CH:38]=1, predict the reactants needed to synthesize it. The reactants are: [C:1]([O:5][C:6]([N:8]1[C@H:13]([C:14](O)=O)[C@@H:12]2[CH2:17][C@H:9]1[CH2:10][CH2:11]2)=[O:7])([CH3:4])([CH3:3])[CH3:2].C(N(CC)CC)C.ClC(OCC(C)C)=O.[NH2:33][C:34]1[CH:38]=[C:37]([Br:39])[S:36][C:35]=1[C:40]([NH2:42])=[O:41]. (3) Given the product [F:1][C:2]([C:5]1[CH:12]=[CH:11][C:8]([CH:9]2[N:13]([C:14]3[N:19]=[CH:18][C:17]([CH3:20])=[CH:16][N:15]=3)[C:24](=[O:23])[C:25]([OH:38])=[C:26]2[C:27](=[O:28])[C:29]2[CH:30]=[CH:31][C:32]([CH:35]([CH3:36])[CH3:37])=[CH:33][CH:34]=2)=[CH:7][CH:6]=1)([F:4])[CH3:3], predict the reactants needed to synthesize it. The reactants are: [F:1][C:2]([C:5]1[CH:12]=[CH:11][C:8]([CH:9]=O)=[CH:7][CH:6]=1)([F:4])[CH3:3].[NH2:13][C:14]1[N:19]=[CH:18][C:17]([CH3:20])=[CH:16][N:15]=1.C([O:23][C:24](=O)[C:25]([OH:38])=[CH:26][C:27]([C:29]1[CH:34]=[CH:33][C:32]([CH:35]([CH3:37])[CH3:36])=[CH:31][CH:30]=1)=[O:28])C. (4) Given the product [C:13]([O:17][C:18]([N:20]1[CH2:24][CH2:23][CH:22]([C:25]2[CH:30]=[CH:29][C:28]([S:31]([C:34]3[CH:39]=[CH:38][CH:37]=[C:36]([F:40])[CH:35]=3)(=[O:33])=[O:32])=[CH:27][C:26]=2[O:41][CH2:2][C:3]([O:5][CH3:6])=[O:4])[CH2:21]1)=[O:19])([CH3:16])([CH3:14])[CH3:15], predict the reactants needed to synthesize it. The reactants are: Br[CH2:2][C:3]([O:5][CH3:6])=[O:4].C(=O)([O-])[O-].[K+].[K+].[C:13]([O:17][C:18]([N:20]1[CH2:24][CH2:23][CH:22]([C:25]2[CH:30]=[CH:29][C:28]([S:31]([C:34]3[CH:39]=[CH:38][CH:37]=[C:36]([F:40])[CH:35]=3)(=[O:33])=[O:32])=[CH:27][C:26]=2[OH:41])[CH2:21]1)=[O:19])([CH3:16])([CH3:15])[CH3:14]. (5) Given the product [CH:20]1([CH2:25][C:26]([NH:13][C:11]2[S:12][C:8]([C:6]3[O:5][N:4]=[C:3]([CH2:1][CH3:2])[N:7]=3)=[C:9]([C:14]3[CH:19]=[CH:18][CH:17]=[CH:16][CH:15]=3)[N:10]=2)=[O:27])[CH2:24][CH2:23][CH2:22][CH2:21]1, predict the reactants needed to synthesize it. The reactants are: [CH2:1]([C:3]1[N:7]=[C:6]([C:8]2[S:12][C:11]([NH2:13])=[N:10][C:9]=2[C:14]2[CH:19]=[CH:18][CH:17]=[CH:16][CH:15]=2)[O:5][N:4]=1)[CH3:2].[CH:20]1([CH2:25][C:26](Cl)=[O:27])[CH2:24][CH2:23][CH2:22][CH2:21]1.